Dataset: Peptide-MHC class I binding affinity with 185,985 pairs from IEDB/IMGT. Task: Regression. Given a peptide amino acid sequence and an MHC pseudo amino acid sequence, predict their binding affinity value. This is MHC class I binding data. (1) The peptide sequence is LSHCWPWFK. The MHC is HLA-A24:03 with pseudo-sequence HLA-A24:03. The binding affinity (normalized) is 0.0847. (2) The peptide sequence is FYNEVASWL. The MHC is H-2-Kd with pseudo-sequence H-2-Kd. The binding affinity (normalized) is 0.992. (3) The peptide sequence is MSPALFFTF. The MHC is HLA-B53:01 with pseudo-sequence HLA-B53:01. The binding affinity (normalized) is 0.517. (4) The peptide sequence is YTYPCIPEY. The MHC is HLA-B27:05 with pseudo-sequence HLA-B27:05. The binding affinity (normalized) is 0.0847.